From a dataset of Full USPTO retrosynthesis dataset with 1.9M reactions from patents (1976-2016). Predict the reactants needed to synthesize the given product. (1) The reactants are: FC(F)(F)C(O)=O.[Cl:8][C:9]1[CH:10]=[C:11]([CH:30]=[CH:31][C:32]=1[O:33][CH2:34][C:35]1[CH:40]=[CH:39][CH:38]=[C:37]([F:41])[CH:36]=1)[NH:12][C:13]1[C:22]2[C:17](=[CH:18][C:19]([OH:29])=[CH:20][C:21]=2[O:23][CH:24]2[CH2:28][CH2:27][O:26][CH2:25]2)[N:16]=[CH:15][N:14]=1.Br[CH2:43][CH2:44][Cl:45]. Given the product [Cl:45][CH2:44][CH2:43][O:29][C:19]1[CH:18]=[C:17]2[C:22]([C:13]([NH:12][C:11]3[CH:30]=[CH:31][C:32]([O:33][CH2:34][C:35]4[CH:40]=[CH:39][CH:38]=[C:37]([F:41])[CH:36]=4)=[C:9]([Cl:8])[CH:10]=3)=[N:14][CH:15]=[N:16]2)=[C:21]([O:23][CH:24]2[CH2:28][CH2:27][O:26][CH2:25]2)[CH:20]=1, predict the reactants needed to synthesize it. (2) Given the product [CH2:23]([O:30][C:31](=[O:43])[NH:32][C@H:33]([CH2:36][C:37]1[CH:42]=[CH:41][CH:40]=[CH:39][CH:38]=1)[CH:34]=[O:35])[C:24]1[CH:25]=[CH:26][CH:27]=[CH:28][CH:29]=1, predict the reactants needed to synthesize it. The reactants are: CC(OI1(OC(C)=O)(OC(C)=O)OC(=O)C2C=CC=CC1=2)=O.[CH2:23]([O:30][C:31](=[O:43])[NH:32][C@H:33]([CH2:36][C:37]1[CH:42]=[CH:41][CH:40]=[CH:39][CH:38]=1)[CH2:34][OH:35])[C:24]1[CH:29]=[CH:28][CH:27]=[CH:26][CH:25]=1. (3) Given the product [OH:18][C:8]1[C:7]([C:4](=[N:21][OH:20])[CH3:5])=[CH:12][C:11]([NH:13][C:14](=[O:16])[CH3:15])=[C:10]([CH3:17])[CH:9]=1, predict the reactants needed to synthesize it. The reactants are: C(O)C.[C:4]([C:7]1[C:8]([OH:18])=[CH:9][C:10]([CH3:17])=[C:11]([NH:13][C:14](=[O:16])[CH3:15])[CH:12]=1)(=O)[CH3:5].[Cl-].[OH:20][NH3+:21].C([O-])(=O)C.[Na+]. (4) Given the product [CH:13]([C:15]1[CH:16]=[C:17]([CH:18]([CH3:20])[CH3:19])[NH:5][C:4]=1[CH:10]=[O:11])([CH3:14])[CH3:12], predict the reactants needed to synthesize it. The reactants are: C(C1C=C(CC)[NH:5][C:4]=1[CH:10]=[O:11])C.[CH3:12][CH:13]([C:15](=O)[CH2:16][C:17](=O)[CH:18]([CH3:20])[CH3:19])[CH3:14].